This data is from Reaction yield outcomes from USPTO patents with 853,638 reactions. The task is: Predict the reaction yield, written as a fraction of the theoretical maximum amount of product (1.0 means a 100% yield; for example, 0.34 means a 34% yield). (1) The reactants are [BH4-].[Na+].O.[CH3:4][O:5][C:6]([C:8]1[S:9][C:10]([C:31]#[C:32][C:33]([CH3:36])([CH3:35])[CH3:34])=[CH:11][C:12]=1[N:13]([C:21](=[O:30])[C:22]1[CH:27]=[CH:26][C:25]([CH3:28])=[CH:24][C:23]=1[CH3:29])[CH:14]1[CH2:19][CH2:18][C:17](=[O:20])[CH2:16][CH2:15]1)=[O:7].Cl. The catalyst is C1COCC1. The product is [CH3:4][O:5][C:6]([C:8]1[S:9][C:10]([C:31]#[C:32][C:33]([CH3:36])([CH3:35])[CH3:34])=[CH:11][C:12]=1[N:13]([C:21](=[O:30])[C:22]1[CH:27]=[CH:26][C:25]([CH3:28])=[CH:24][C:23]=1[CH3:29])[C@H:14]1[CH2:19][CH2:18][C@H:17]([OH:20])[CH2:16][CH2:15]1)=[O:7]. The yield is 0.610. (2) The reactants are [CH2:1]([O:3][C:4](=[O:27])[CH2:5][N:6]1[C:14]2[CH2:13][CH2:12][CH2:11][C@@H:10]([NH:15][S:16]([C:19]3[CH:24]=[CH:23][C:22]([F:25])=[C:21]([Cl:26])[CH:20]=3)(=[O:18])=[O:17])[C:9]=2[CH:8]=[N:7]1)[CH3:2].CI.[C:30](=O)([O-])[O-].[K+].[K+]. The catalyst is C(#N)C. The product is [CH2:1]([O:3][C:4](=[O:27])[CH2:5][N:6]1[C:14]2[CH2:13][CH2:12][CH2:11][C@@H:10]([N:15]([S:16]([C:19]3[CH:24]=[CH:23][C:22]([F:25])=[C:21]([Cl:26])[CH:20]=3)(=[O:17])=[O:18])[CH3:30])[C:9]=2[CH:8]=[N:7]1)[CH3:2]. The yield is 0.960. (3) The reactants are [CH2:1]([O:3][C:4]([C:6]1OC(C2CCN(C(OC(C)(C)C)=O)CC2)=N[C:7]=1[C:24]1[CH:29]=[CH:28][C:27]([O:30][C:31]2[CH:36]=[CH:35][CH:34]=[CH:33][CH:32]=2)=[CH:26][CH:25]=1)=[O:5])[CH3:2].[C:37]([N:40]1[CH2:45][CH2:44][N:43](C(OC(C)(C)C)=O)[CH2:42][CH2:41]1)(=[S:39])[NH2:38]. The catalyst is C(O)C. The product is [O:30]([C:27]1[CH:26]=[CH:25][C:24]([C:7]2[N:38]=[C:37]([N:40]3[CH2:41][CH2:42][NH:43][CH2:44][CH2:45]3)[S:39][C:6]=2[C:4]([O:3][CH2:1][CH3:2])=[O:5])=[CH:29][CH:28]=1)[C:31]1[CH:32]=[CH:33][CH:34]=[CH:35][CH:36]=1. The yield is 0.520. (4) The reactants are [OH:1][C:2]1[CH:7]=[CH:6][C:5]([CH2:8][CH2:9][CH2:10][OH:11])=[CH:4][CH:3]=1.[H-].[Na+].Br[CH2:15][CH2:16][CH2:17][CH2:18][CH2:19][C:20]#[N:21]. The catalyst is CN(C=O)C. The product is [C:20]([CH2:19][CH2:18][CH2:17][CH2:16][CH2:15][O:1][C:2]1[CH:3]=[CH:4][C:5]([CH2:8][CH2:9][CH2:10][O:11][CH2:15][CH2:16][CH2:17][CH2:18][CH2:19][C:20]#[N:21])=[CH:6][CH:7]=1)#[N:21]. The yield is 0.300. (5) The reactants are C[O-].[Na+].S(O)(O)(=O)=O.[NH2:9][C:10]1[NH:11][CH:12]=[CH:13][N:14]=1.[NH2:9][C:10]1[NH:11][CH:12]=[CH:13][N:14]=1.C(O[CH:24](OCC)[CH2:25][C:26](=O)[C:27]([O:31][CH3:32])([O:29][CH3:30])[CH3:28])C.C(OCC)C. The catalyst is CO.CCCC(C)C. The product is [CH3:30][O:29][C:27]([C:26]1[CH:25]=[CH:24][N:11]2[CH:12]=[CH:13][N:14]=[C:10]2[N:9]=1)([O:31][CH3:32])[CH3:28]. The yield is 0.650.